Dataset: Forward reaction prediction with 1.9M reactions from USPTO patents (1976-2016). Task: Predict the product of the given reaction. (1) Given the reactants [C:1]1([S:7]([N:10]2[C:18]3[CH:17]=[C:16](B4OC(C)(C)CC(C)(C)O4)[CH:15]=[C:14]([NH2:29])[C:13]=3[CH:12]=[N:11]2)(=[O:9])=[O:8])[CH:6]=[CH:5][CH:4]=[CH:3][CH:2]=1.Br[C:31]1[CH:36]=[CH:35][N:34]=[C:33]2[NH:37][CH:38]=[CH:39][C:32]=12.P([O-])([O-])([O-])=O.[K+].[K+].[K+], predict the reaction product. The product is: [C:1]1([S:7]([N:10]2[C:18]3[CH:17]=[C:16]([C:31]4[CH:36]=[CH:35][N:34]=[C:33]5[NH:37][CH:38]=[CH:39][C:32]=45)[CH:15]=[C:14]([NH2:29])[C:13]=3[CH:12]=[N:11]2)(=[O:8])=[O:9])[CH:6]=[CH:5][CH:4]=[CH:3][CH:2]=1. (2) Given the reactants [CH3:1][O:2][C:3]1[CH:4]=[C:5]2[C:10](=[CH:11][C:12]=1[O:13][CH3:14])[NH:9][C:8](=[O:15])[C:7]([C:16]([OH:18])=O)=[CH:6]2.[Cl:19][C:20]1[CH:21]=[N:22][CH:23]=[CH:24][C:25]=1[NH2:26], predict the reaction product. The product is: [Cl:19][C:20]1[CH:21]=[N:22][CH:23]=[CH:24][C:25]=1[NH:26][C:16]([C:7]1[C:8](=[O:15])[NH:9][C:10]2[C:5]([CH:6]=1)=[CH:4][C:3]([O:2][CH3:1])=[C:12]([O:13][CH3:14])[CH:11]=2)=[O:18].